Dataset: Reaction yield outcomes from USPTO patents with 853,638 reactions. Task: Predict the reaction yield, written as a fraction of the theoretical maximum amount of product (1.0 means a 100% yield; for example, 0.34 means a 34% yield). (1) The reactants are Cl[C:2]1[N:7]=[CH:6][N:5]=[C:4]([NH:8][C:9]2[CH:14]=[CH:13][C:12]([O:15][CH3:16])=[CH:11][CH:10]=2)[CH:3]=1.[CH3:17][O:18][CH2:19][CH2:20][NH2:21].CCN(C(C)C)C(C)C. The catalyst is Cl.CCCCO. The product is [CH3:17][O:18][CH2:19][CH2:20][NH:21][C:2]1[CH:3]=[C:4]([NH:8][C:9]2[CH:14]=[CH:13][C:12]([O:15][CH3:16])=[CH:11][CH:10]=2)[N:5]=[CH:6][N:7]=1. The yield is 0.710. (2) The reactants are C[N:2](C)[CH:3]=[CH:4][C:5]([C:7]1[C:12](=[O:13])[CH:11]=[CH:10][N:9]([C:14]2[CH:19]=[CH:18][CH:17]=[C:16]([F:20])[CH:15]=2)[N:8]=1)=O.[C:22]1([NH:28]N)[CH:27]=[CH:26][CH:25]=[CH:24][CH:23]=1. The catalyst is CO. The product is [F:20][C:16]1[CH:15]=[C:14]([N:9]2[CH:10]=[CH:11][C:12](=[O:13])[C:7]([C:5]3[N:28]([C:22]4[CH:27]=[CH:26][CH:25]=[CH:24][CH:23]=4)[N:2]=[CH:3][CH:4]=3)=[N:8]2)[CH:19]=[CH:18][CH:17]=1. The yield is 0.170.